This data is from Reaction yield outcomes from USPTO patents with 853,638 reactions. The task is: Predict the reaction yield, written as a fraction of the theoretical maximum amount of product (1.0 means a 100% yield; for example, 0.34 means a 34% yield). (1) The catalyst is C(OCC)(=O)C. The yield is 0.958. The product is [ClH:34].[NH2:26][CH2:25][C:7]1[N:8]([CH2:20][C:21]([CH3:23])([CH3:22])[CH3:24])[C:9](=[O:19])[C:10]2[C:15]([C:6]=1[O:5][CH2:1][CH2:2][CH2:3][CH3:4])=[CH:14][C:13]([O:16][CH2:17][CH3:18])=[CH:12][CH:11]=2. The reactants are [CH2:1]([O:5][C:6]1[C:15]2[C:10](=[CH:11][CH:12]=[C:13]([O:16][CH2:17][CH3:18])[CH:14]=2)[C:9](=[O:19])[N:8]([CH2:20][C:21]([CH3:24])([CH3:23])[CH3:22])[C:7]=1[CH2:25][NH:26]C(=O)OC(C)(C)C)[CH2:2][CH2:3][CH3:4].[ClH:34]. (2) The reactants are Br[C:2]1[N:7]=[C:6]([NH:8][C:9]2[CH:13]=[C:12]([CH:14]3[CH2:16][CH2:15]3)[NH:11][N:10]=2)[CH:5]=[CH:4][N:3]=1.[S:17]1[CH:21]=[CH:20][CH:19]=[C:18]1B(O)O.C([O-])([O-])=O.[Na+].[Na+].O1CCOCC1. The catalyst is C1C=CC([P]([Pd]([P](C2C=CC=CC=2)(C2C=CC=CC=2)C2C=CC=CC=2)([P](C2C=CC=CC=2)(C2C=CC=CC=2)C2C=CC=CC=2)[P](C2C=CC=CC=2)(C2C=CC=CC=2)C2C=CC=CC=2)(C2C=CC=CC=2)C2C=CC=CC=2)=CC=1.O. The product is [CH:14]1([C:12]2[NH:11][N:10]=[C:9]([NH:8][C:6]3[CH:5]=[CH:4][N:3]=[C:2]([C:18]4[S:17][CH:21]=[CH:20][CH:19]=4)[N:7]=3)[CH:13]=2)[CH2:16][CH2:15]1. The yield is 0.509. (3) The reactants are [CH2:1]([O:3][C:4](=[O:9])[CH2:5][C:6](Cl)=[O:7])[CH3:2].[CH2:10]([O:12][C:13]([C:15]1([C:18]2([NH2:21])[CH2:20][CH2:19]2)[CH2:17][CH2:16]1)=[O:14])[CH3:11].C(N(CC)CC)C.Cl. The catalyst is C(Cl)Cl. The product is [CH2:10]([O:12][C:13]([C:15]1([C:18]2([NH:21][C:6](=[O:7])[CH2:5][C:4]([O:3][CH2:1][CH3:2])=[O:9])[CH2:20][CH2:19]2)[CH2:17][CH2:16]1)=[O:14])[CH3:11]. The yield is 0.790. (4) The reactants are [C:1]([O:4][C@H:5]1[C@H:10]([N:11]=[C:12]=[S:13])[C@@H:9]([O:14][C:15](=[O:17])[CH3:16])[C@H:8]([O:18][C:19](=[O:21])[CH3:20])[C@@H:7]([CH2:22][O:23][C:24](=[O:26])[CH3:25])[O:6]1)(=[O:3])[CH3:2].[F:27][CH:28]([F:31])[CH2:29][NH2:30].CCOC(C)=O. The catalyst is CC#N. The product is [C:1]([O:4][C@H:5]1[C@H:10]([NH:11][C:12]([NH:30][CH2:29][CH:28]([F:31])[F:27])=[S:13])[C@@H:9]([O:14][C:15](=[O:17])[CH3:16])[C@H:8]([O:18][C:19](=[O:21])[CH3:20])[C@@H:7]([CH2:22][O:23][C:24](=[O:26])[CH3:25])[O:6]1)(=[O:3])[CH3:2]. The yield is 0.560.